Dataset: Peptide-MHC class I binding affinity with 185,985 pairs from IEDB/IMGT. Task: Regression. Given a peptide amino acid sequence and an MHC pseudo amino acid sequence, predict their binding affinity value. This is MHC class I binding data. (1) The peptide sequence is SYIRYFTVF. The MHC is HLA-A24:03 with pseudo-sequence HLA-A24:03. The binding affinity (normalized) is 1.00. (2) The peptide sequence is FTMGVLCLA. The MHC is HLA-A68:02 with pseudo-sequence HLA-A68:02. The binding affinity (normalized) is 0.766. (3) The peptide sequence is LIGFALFGV. The MHC is HLA-B44:02 with pseudo-sequence HLA-B44:02. The binding affinity (normalized) is 0.213. (4) The peptide sequence is GELDRWEKI. The MHC is HLA-A26:01 with pseudo-sequence HLA-A26:01. The binding affinity (normalized) is 0. (5) The peptide sequence is GYFTQTAGPW. The MHC is HLA-A23:01 with pseudo-sequence HLA-A23:01. The binding affinity (normalized) is 0.343. (6) The peptide sequence is LLEMKYALI. The MHC is HLA-A02:02 with pseudo-sequence HLA-A02:02. The binding affinity (normalized) is 0.458. (7) The peptide sequence is GAAVKAGAA. The MHC is HLA-A02:01 with pseudo-sequence HLA-A02:01. The binding affinity (normalized) is 0.